This data is from Catalyst prediction with 721,799 reactions and 888 catalyst types from USPTO. The task is: Predict which catalyst facilitates the given reaction. (1) The catalyst class is: 3. Product: [CH3:29][O:28][C:27]1[C:2]([O:1][CH2:37][C:38]([F:41])([F:40])[F:39])=[CH:3][C:4]2[CH2:13][CH:12]([C:14]([CH3:18])([CH3:19])[CH2:15][O:16][CH3:17])[N:11]3[C:6](=[CH:7][C:8](=[O:25])[C:9]([C:20]([O:22][CH2:23][CH3:24])=[O:21])=[CH:10]3)[C:5]=2[CH:26]=1. Reactant: [OH:1][C:2]1[C:27]([O:28][CH3:29])=[CH:26][C:5]2[C:6]3[N:11]([CH:12]([C:14]([CH3:19])([CH3:18])[CH2:15][O:16][CH3:17])[CH2:13][C:4]=2[CH:3]=1)[CH:10]=[C:9]([C:20]([O:22][CH2:23][CH3:24])=[O:21])[C:8](=[O:25])[CH:7]=3.C(=O)([O-])[O-].[K+].[K+].I[CH2:37][C:38]([F:41])([F:40])[F:39].O. (2) Reactant: CS(O[CH2:6][CH2:7][O:8][CH:9]1[CH2:26][CH2:25][C:12]2([CH2:17][CH2:16][N:15]([C:18]([O:20][C:21]([CH3:24])([CH3:23])[CH3:22])=[O:19])[CH2:14][CH2:13]2)[CH2:11][CH2:10]1)(=O)=O.[H-].[Na+].[NH:29]1[CH:33]=[CH:32][N:31]=[CH:30]1. Product: [N:29]1([CH2:6][CH2:7][O:8][CH:9]2[CH2:10][CH2:11][C:12]3([CH2:17][CH2:16][N:15]([C:18]([O:20][C:21]([CH3:23])([CH3:24])[CH3:22])=[O:19])[CH2:14][CH2:13]3)[CH2:25][CH2:26]2)[CH:33]=[CH:32][N:31]=[CH:30]1. The catalyst class is: 39.